This data is from Forward reaction prediction with 1.9M reactions from USPTO patents (1976-2016). The task is: Predict the product of the given reaction. (1) Given the reactants Br[C:2]1[CH:3]=[C:4]([CH:8]2[N:12]([C:13]3[CH:18]=[CH:17][CH:16]=[CH:15][C:14]=3[Cl:19])[N:11]=[C:10]([C:20]([F:26])([F:25])[C:21]([F:24])([F:23])[F:22])[CH2:9]2)[CH:5]=[CH:6][CH:7]=1.[F:27][C:28]([F:39])([F:38])[C:29]1[CH:30]=[C:31](B(O)O)[CH:32]=[CH:33][CH:34]=1.C(=O)([O-])[O-].[Na+].[Na+], predict the reaction product. The product is: [Cl:19][C:14]1[CH:15]=[CH:16][CH:17]=[CH:18][C:13]=1[N:12]1[CH:8]([C:4]2[CH:3]=[C:2]([C:33]3[CH:32]=[CH:31][CH:30]=[C:29]([C:28]([F:39])([F:38])[F:27])[CH:34]=3)[CH:7]=[CH:6][CH:5]=2)[CH2:9][C:10]([C:20]([F:26])([F:25])[C:21]([F:24])([F:22])[F:23])=[N:11]1. (2) Given the reactants Cl[C:2]1[C:7]([O:8][C:9]2[CH:14]=[CH:13][CH:12]=[CH:11][CH:10]=2)=[CH:6][N:5]=[CH:4][N:3]=1.[F:15][C:16]([F:26])([F:25])[C:17]1[CH:24]=[CH:23][C:20]([CH2:21][OH:22])=[CH:19][CH:18]=1.[H-].[Na+], predict the reaction product. The product is: [F:15][C:16]([F:25])([F:26])[C:17]1[CH:24]=[CH:23][C:20]([CH2:21][O:22][C:2]2[C:7]([O:8][C:9]3[CH:14]=[CH:13][CH:12]=[CH:11][CH:10]=3)=[CH:6][N:5]=[CH:4][N:3]=2)=[CH:19][CH:18]=1. (3) Given the reactants Cl.[NH2:2][C@@H:3]([CH2:21][OH:22])[C:4]([NH:6][CH2:7][CH2:8][CH2:9][CH2:10][CH2:11][CH2:12][CH2:13][CH2:14][CH2:15][CH2:16][CH2:17][CH2:18][CH2:19][CH3:20])=[O:5].[OH-].[Na+].O[C:26]1[CH:33]=[CH:32][CH:31]=[CH:30][C:27]=1[CH:28]=[O:29], predict the reaction product. The product is: [OH:29][C:28](=[N:2][C@@H:3]([CH2:21][OH:22])[C:4]([NH:6][CH2:7][CH2:8][CH2:9][CH2:10][CH2:11][CH2:12][CH2:13][CH2:14][CH2:15][CH2:16][CH2:17][CH2:18][CH2:19][CH3:20])=[O:5])[C:27]1[CH:30]=[CH:31][CH:32]=[CH:33][CH:26]=1. (4) Given the reactants [CH3:1][CH:2]1[CH2:11][C:10]2[C:5](=[CH:6][CH:7]=[C:8]([S:12]([CH3:15])(=[O:14])=[O:13])[CH:9]=2)[C:4](=[O:16])[CH2:3]1.[Br:17]Br, predict the reaction product. The product is: [Br:17][C:3]1[C:2]([CH3:1])=[CH:11][C:10]2[C:5](=[CH:6][CH:7]=[C:8]([S:12]([CH3:15])(=[O:14])=[O:13])[CH:9]=2)[C:4]=1[OH:16]. (5) Given the reactants [O:1]1[C:10]2[CH:9]=[C:8]([CH2:11][OH:12])[N:7]=[CH:6][C:5]=2[O:4][CH2:3][CH2:2]1, predict the reaction product. The product is: [O:1]1[C:10]2[CH:9]=[C:8]([CH:11]=[O:12])[N:7]=[CH:6][C:5]=2[O:4][CH2:3][CH2:2]1. (6) Given the reactants [CH2:1]([N:5]([CH2:26][CH2:27][CH2:28][CH3:29])[C:6]1[CH:11]=[CH:10][C:9]([CH:12]=[CH:13][C:14]2[C:21]([CH3:22])=[CH:20][C:17]([CH:18]=O)=[C:16]([CH3:23])[CH:15]=2)=[C:8]([O:24][CH3:25])[CH:7]=1)[CH2:2][CH2:3][CH3:4].[C:30]([C:32]1[C:33](=[C:48]([C:51]#[N:52])[C:49]#[N:50])[O:34][C:35]([C:42]2[CH:47]=[CH:46][CH:45]=[CH:44][CH:43]=2)([C:38]([F:41])([F:40])[F:39])[C:36]=1[CH3:37])#[N:31], predict the reaction product. The product is: [CH2:26]([N:5]([CH2:1][CH2:2][CH2:3][CH3:4])[C:6]1[CH:11]=[CH:10][C:9]([CH:12]=[CH:13][C:14]2[C:21]([CH3:22])=[CH:20][C:17]([CH:18]=[CH:37][C:36]3[C:35]([C:42]4[CH:47]=[CH:46][CH:45]=[CH:44][CH:43]=4)([C:38]([F:41])([F:39])[F:40])[O:34][C:33](=[C:48]([C:51]#[N:52])[C:49]#[N:50])[C:32]=3[C:30]#[N:31])=[C:16]([CH3:23])[CH:15]=2)=[C:8]([O:24][CH3:25])[CH:7]=1)[CH2:27][CH2:28][CH3:29].